Predict the product of the given reaction. From a dataset of Forward reaction prediction with 1.9M reactions from USPTO patents (1976-2016). (1) The product is: [CH2:1]([C:3]1[CH:4]=[CH:5][C:6]([F:16])=[C:7]2[C:11]=1[N:10]([CH2:19][C:20]1[CH:21]=[C:22]3[C:26](=[CH:27][CH:28]=1)[N:25]([CH3:29])[N:24]=[CH:23]3)[CH:9]=[C:8]2[C:12]([OH:14])=[O:13])[CH3:2]. Given the reactants [CH2:1]([C:3]1[CH:4]=[CH:5][C:6]([F:16])=[C:7]2[C:11]=1[NH:10][CH:9]=[C:8]2[C:12]([O:14]C)=[O:13])[CH3:2].Br.Br[CH2:19][C:20]1[CH:21]=[C:22]2[C:26](=[CH:27][CH:28]=1)[N:25]([CH3:29])[N:24]=[CH:23]2, predict the reaction product. (2) Given the reactants [CH:1]([S:3]([CH:6]=[CH2:7])(=[O:5])=[O:4])=[CH2:2].[CH2:8](N(CC)CC)C.[NH2:15][CH2:16][CH2:17][CH2:18][NH:19][C@:20]12[CH2:55][CH2:54][C@@H:53]([C:56]([CH3:58])=[CH2:57])[C@@H:21]1[C@@H:22]1[C@@:35]([CH3:38])([CH2:36][CH2:37]2)[C@@:34]2([CH3:39])[C@@H:25]([C@:26]3([CH3:52])[C@@H:31]([CH2:32][CH2:33]2)[C:30]([CH3:41])([CH3:40])[C:29]([C:42]2[CH:51]=[CH:50][C:45]([C:46]([O:48]C)=[O:47])=[CH:44][CH:43]=2)=[CH:28][CH2:27]3)[CH2:24][CH2:23]1, predict the reaction product. The product is: [CH3:8][C:50]1[CH:51]=[C:42]([C:29]2[C:30]([CH3:40])([CH3:41])[C@H:31]3[C@:26]([CH3:52])([CH2:27][CH:28]=2)[C@@H:25]2[C@:34]([CH3:39])([C@@:35]4([CH3:38])[C@H:22]([CH2:23][CH2:24]2)[C@H:21]2[C@H:53]([C:56]([CH3:58])=[CH2:57])[CH2:54][CH2:55][C@:20]2([NH:19][CH2:18][CH2:17][CH2:16][N:15]2[CH2:7][CH2:6][S:3](=[O:5])(=[O:4])[CH2:1][CH2:2]2)[CH2:37][CH2:36]4)[CH2:33][CH2:32]3)[CH:43]=[CH:44][C:45]=1[C:46]([OH:48])=[O:47]. (3) Given the reactants [CH2:1]1[C:9]2[C:4](=[CH:5][CH:6]=[CH:7][CH:8]=2)[CH2:3][C:2]1([C:13]([OH:15])=[O:14])[C:10]([OH:12])=[O:11].F[C:17](F)(F)[C:18](O)=O, predict the reaction product. The product is: [CH2:17]([O:11][C:10]([C:2]1([C:13]([OH:15])=[O:14])[CH2:3][C:4]2[C:9](=[CH:8][CH:7]=[CH:6][CH:5]=2)[CH2:1]1)=[O:12])[CH3:18]. (4) Given the reactants [Cl:1][C:2]1[N:7]=[N:6][C:5]([CH:8]([C:16]([O:18][CH2:19][CH3:20])=[O:17])[C:9]([O:11][C:12]([CH3:15])([CH3:14])[CH3:13])=[O:10])=[CH:4][CH:3]=1.[H-].[Na+].[B-](F)(F)(F)[F:24].[B-](F)(F)(F)F.C1[N+]2(CCl)CC[N+](F)(CC2)C1, predict the reaction product. The product is: [CH2:2]=[CH:3][CH2:4][CH2:5][CH2:8][CH3:9].[Cl:1][C:2]1[N:7]=[N:6][C:5]([C:8]([F:24])([C:16]([O:18][CH2:19][CH3:20])=[O:17])[C:9]([O:11][C:12]([CH3:14])([CH3:15])[CH3:13])=[O:10])=[CH:4][CH:3]=1. (5) Given the reactants [CH3:1][C:2]1[N:3]=[C:4]([NH2:8])[S:5][C:6]=1[CH3:7].Br[CH2:10][CH2:11][O:12][CH2:13][CH3:14].[C:15]12([C:25](O)=[O:26])[CH2:24][CH:19]3[CH2:20][CH:21]([CH2:23][CH:17]([CH2:18]3)[CH2:16]1)[CH2:22]2, predict the reaction product. The product is: [CH2:11]([O:12][CH2:13][CH2:14][N:3]1[C:2]([CH3:1])=[C:6]([CH3:7])[S:5]/[C:4]/1=[N:8]\[C:25]([C:15]12[CH2:24][CH:19]3[CH2:18][CH:17]([CH2:23][CH:21]([CH2:20]3)[CH2:22]1)[CH2:16]2)=[O:26])[CH3:10]. (6) Given the reactants [BH4-].[Na+].CS([Cl:7])(=O)=O.[CH2:8]1[CH2:18][CH2:17]N2[C:11](=[N:12]CCC2)[CH2:10][CH2:9]1.[I-].C[S+](C)(C)=[O:22].[H-].[Na+].Cl.O1[CH2:33][CH2:32][O:31][CH2:30][CH2:29]1, predict the reaction product. The product is: [ClH:7].[CH2:30]([O:31][C:32]([C:33]12[CH2:17][CH:18]1[CH2:8][CH2:9][CH2:10][CH2:11][NH:12]2)=[O:22])[CH3:29]. (7) Given the reactants [O:1]1[C:5]2[CH:6]=[CH:7][CH:8]=[CH:9][C:4]=2[NH:3][C:2]1=[O:10].[C:28]1(P([C:24]2[CH:29]=[CH:28][CH:27]=[CH:26]C=2)[C:28]2[CH:29]=[CH:24]C=[CH:26][CH:27]=2)[CH:29]=[CH:24]C=[CH:26][CH:27]=1.CC[O:32][C:33](/[N:35]=N/C(OCC)=O)=O.[C:42]([O:46]N1CCC(O)CC1)([CH3:45])([CH3:44])[CH3:43], predict the reaction product. The product is: [O:10]=[C:2]1[N:3]([CH:28]2[CH2:27][CH2:26][N:35]([C:33]([O:46][C:42]([CH3:43])([CH3:44])[CH3:45])=[O:32])[CH2:24][CH2:29]2)[C:4]2[CH:9]=[CH:8][CH:7]=[CH:6][C:5]=2[O:1]1. (8) Given the reactants [CH3:1][NH:2][CH2:3][CH2:4][O:5][C:6]1[CH:7]=[C:8]([CH2:12][C:13]([O:15][CH3:16])=[O:14])[CH:9]=[CH:10][CH:11]=1.[O:17]1[C:19]2([CH2:24][CH2:23][N:22]([C:25]([O:27][C:28]([CH3:31])([CH3:30])[CH3:29])=[O:26])[CH2:21][CH2:20]2)[CH2:18]1, predict the reaction product. The product is: [OH:17][C:19]1([CH2:18][N:2]([CH2:3][CH2:4][O:5][C:6]2[CH:11]=[CH:10][CH:9]=[C:8]([CH2:12][C:13]([O:15][CH3:16])=[O:14])[CH:7]=2)[CH3:1])[CH2:24][CH2:23][N:22]([C:25]([O:27][C:28]([CH3:31])([CH3:30])[CH3:29])=[O:26])[CH2:21][CH2:20]1. (9) Given the reactants CN(C=O)C.[C:6]([NH:9][C:10]1[CH:15]=[CH:14][CH:13]=[CH:12][CH:11]=1)(=[O:8])[CH3:7].[H-].[Na+].[C:18]1([N:24]=[C:25]([O:37][C:38]2[CH:43]=[CH:42][CH:41]=[CH:40][CH:39]=2)[CH:26]=[CH:27]S(C2C=CC=CC=2)(=O)=O)[CH:23]=[CH:22][CH:21]=[CH:20][CH:19]=1, predict the reaction product. The product is: [C:18]1([N:24]=[C:25]([O:37][C:38]2[CH:39]=[CH:40][CH:41]=[CH:42][CH:43]=2)[CH:26]=[CH:27][N:9]([C:6](=[O:8])[CH3:7])[C:10]2[CH:15]=[CH:14][CH:13]=[CH:12][CH:11]=2)[CH:19]=[CH:20][CH:21]=[CH:22][CH:23]=1. (10) The product is: [CH3:12][C:13]1[C:14]([N:20]2[CH2:21][CH2:22][N:23]([C:6]([C:5]3[CH:4]=[N:3][C:2]([F:1])=[C:10]([CH3:11])[CH:9]=3)=[O:8])[CH2:24][CH2:25]2)=[N:15][CH:16]=[C:17]([CH3:19])[CH:18]=1. Given the reactants [F:1][C:2]1[C:10]([CH3:11])=[CH:9][C:5]([C:6]([OH:8])=O)=[CH:4][N:3]=1.[CH3:12][C:13]1[C:14]([N:20]2[CH2:25][CH2:24][NH:23][CH2:22][CH2:21]2)=[N:15][CH:16]=[C:17]([CH3:19])[CH:18]=1, predict the reaction product.